Dataset: Forward reaction prediction with 1.9M reactions from USPTO patents (1976-2016). Task: Predict the product of the given reaction. Given the reactants [OH:1][C:2]1[CH:9]=[CH:8][C:5]([C:6]#[N:7])=[CH:4][C:3]=1[CH3:10].[CH3:11][NH:12][C:13]([C:15]1[CH:20]=[C:19](Cl)[CH:18]=[CH:17][N:16]=1)=[O:14].C(=O)([O-])[O-].[K+].[K+], predict the reaction product. The product is: [CH3:11][NH:12][C:13]([C:15]1[CH:20]=[C:19]([O:1][C:2]2[CH:9]=[CH:8][C:5]([C:6]#[N:7])=[CH:4][C:3]=2[CH3:10])[CH:18]=[CH:17][N:16]=1)=[O:14].